Dataset: Full USPTO retrosynthesis dataset with 1.9M reactions from patents (1976-2016). Task: Predict the reactants needed to synthesize the given product. (1) Given the product [C:1]([O:5][CH2:6][CH2:7][C:8]([Cl:13])=[O:10])(=[O:4])[CH:2]=[CH2:3], predict the reactants needed to synthesize it. The reactants are: [C:1]([O:5][CH2:6][CH2:7][C:8]([OH:10])=O)(=[O:4])[CH:2]=[CH2:3].S(Cl)([Cl:13])=O. (2) Given the product [Cl:25][C:19]1[CH:20]=[C:21]([F:24])[CH:22]=[CH:23][C:18]=1[O:17][C:11]1[CH:10]=[C:9]2[C:14]([C:15]([OH:16])=[C:6]([C:4]([NH:36][CH2:35][C:34]([CH3:38])([CH3:37])[C:33]([OH:39])=[O:32])=[O:5])[N:7]=[C:8]2[C:26]#[N:27])=[CH:13][CH:12]=1, predict the reactants needed to synthesize it. The reactants are: C(O[C:4]([C:6]1[N:7]=[C:8]([C:26]#[N:27])[C:9]2[C:14]([C:15]=1[OH:16])=[CH:13][CH:12]=[C:11]([O:17][C:18]1[CH:23]=[CH:22][C:21]([F:24])=[CH:20][C:19]=1[Cl:25])[CH:10]=2)=[O:5])C.C([O:32][C:33](=[O:39])[C:34]([CH3:38])([CH3:37])[CH2:35][NH2:36])(C)(C)C.C(O)(=O)C. (3) Given the product [C:40]([O:44][C:45](=[O:51])[NH:46][CH:47]1[CH2:50][N:49]([C:16]2[C:17]3[C:22]([CH3:24])([CH3:23])[C:21](=[O:25])[NH:20][C:18]=3[N:19]=[C:14]([C:7]3[C:8]4[C:9](=[N:10][CH:11]=[CH:12][CH:13]=4)[N:5]([CH2:4][C:3]4[CH:27]=[CH:28][CH:29]=[CH:30][C:2]=4[F:1])[N:6]=3)[N:15]=2)[CH2:48]1)([CH3:43])([CH3:41])[CH3:42], predict the reactants needed to synthesize it. The reactants are: [F:1][C:2]1[CH:30]=[CH:29][CH:28]=[CH:27][C:3]=1[CH2:4][N:5]1[C:9]2=[N:10][CH:11]=[CH:12][CH:13]=[C:8]2[C:7]([C:14]2[N:15]=[C:16](I)[C:17]3[C:22]([CH3:24])([CH3:23])[C:21](=[O:25])[NH:20][C:18]=3[N:19]=2)=[N:6]1.C(N(CC)C(C)C)(C)C.[C:40]([O:44][C:45](=[O:51])[NH:46][CH:47]1[CH2:50][NH:49][CH2:48]1)([CH3:43])([CH3:42])[CH3:41].O.